The task is: Predict the product of the given reaction.. This data is from Forward reaction prediction with 1.9M reactions from USPTO patents (1976-2016). Given the reactants [CH3:1][N:2]1[C:6]([NH:7][C:8]([C:10]2[CH:15]=[CH:14][C:13]([C:16]#[N:17])=[C:12](Cl)[N:11]=2)=[O:9])=[C:5]([C:19]([F:22])([F:21])[F:20])[C:4]([C:23]([F:29])([F:28])[C:24]([F:27])([F:26])[F:25])=[N:3]1.[NH3:30].O, predict the reaction product. The product is: [CH3:1][N:2]1[C:6]([NH:7][C:8]([C:10]2[CH:15]=[CH:14][C:13]([C:16]#[N:17])=[C:12]([NH2:30])[N:11]=2)=[O:9])=[C:5]([C:19]([F:22])([F:21])[F:20])[C:4]([C:23]([F:29])([F:28])[C:24]([F:27])([F:26])[F:25])=[N:3]1.